From a dataset of Reaction yield outcomes from USPTO patents with 853,638 reactions. Predict the reaction yield, written as a fraction of the theoretical maximum amount of product (1.0 means a 100% yield; for example, 0.34 means a 34% yield). (1) The reactants are Br[CH2:2][CH2:3][C:4]([OH:6])=[O:5].[OH-].[K+].[F:9][C:10]([F:15])([F:14])[CH2:11][CH2:12][SH:13].Cl. The catalyst is CO. The product is [F:9][C:10]([F:15])([F:14])[CH2:11][CH2:12][S:13][CH2:2][CH2:3][C:4]([OH:6])=[O:5]. The yield is 0.880. (2) The reactants are [F:1][C:2]1[CH:30]=[CH:29][C:5]2[N:6]([CH:10]3[CH2:15][CH2:14][N:13]([C:16]4([CH3:28])[CH2:20][CH2:19][N:18]([C:21]([O:23]C(C)(C)C)=[O:22])[CH2:17]4)[CH2:12][CH2:11]3)[C:7](=[O:9])[NH:8][C:4]=2[CH:3]=1.C(Cl)(=O)O[CH2:33][C:34]#[C:35][CH3:36]. No catalyst specified. The product is [F:1][C:2]1[CH:30]=[CH:29][C:5]2[N:6]([CH:10]3[CH2:11][CH2:12][N:13]([C:16]4([CH3:28])[CH2:20][CH2:19][N:18]([C:21]([O:23][CH2:33][C:34]#[C:35][CH3:36])=[O:22])[CH2:17]4)[CH2:14][CH2:15]3)[C:7](=[O:9])[NH:8][C:4]=2[CH:3]=1. The yield is 0.760. (3) The reactants are [CH:1]1([CH2:4][C@@H:5]2[NH:10][C:9](=[O:11])[C@H:8]([CH2:12][CH:13]([CH3:15])[CH3:14])[NH:7][CH2:6]2)[CH2:3][CH2:2]1.[F:16][C:17]1[CH:22]=[CH:21][C:20]([C:23]2[O:27][N:26]=[C:25]([C:28](O)=[O:29])[CH:24]=2)=[CH:19][CH:18]=1.C([C@@H]1N(C(=O)/C=C/C2C=CC=CC=2)C[C@H](CC(C)C)NC1=O)C(C)C. No catalyst specified. The product is [F:16][C:17]1[CH:18]=[CH:19][C:20]([C:23]2[O:27][N:26]=[C:25]([C:28]([N:7]3[CH2:6][C@H:5]([CH2:4][CH:1]4[CH2:2][CH2:3]4)[NH:10][C:9](=[O:11])[C@@H:8]3[CH2:12][CH:13]([CH3:15])[CH3:14])=[O:29])[CH:24]=2)=[CH:21][CH:22]=1. The yield is 0.540. (4) The reactants are [C:1]([O:5][C:6]([N:8]1[CH2:12][CH2:11][C@H:10]([OH:13])[CH2:9]1)=[O:7])([CH3:4])([CH3:3])[CH3:2].[CH2:14]([N:21]1[CH2:31][CH2:30][C:24]2[N:25]=[CH:26][N:27]=[C:28](Cl)[C:23]=2[CH2:22]1)[C:15]1[CH:20]=[CH:19][CH:18]=[CH:17][CH:16]=1. No catalyst specified. The product is [C:1]([O:5][C:6]([N:8]1[CH2:12][CH2:11][C@H:10]([O:13][C:28]2[C:23]3[CH2:22][N:21]([CH2:14][C:15]4[CH:20]=[CH:19][CH:18]=[CH:17][CH:16]=4)[CH2:31][CH2:30][C:24]=3[N:25]=[CH:26][N:27]=2)[CH2:9]1)=[O:7])([CH3:4])([CH3:2])[CH3:3]. The yield is 0.890. (5) The product is [C:1]([O:5][C:6](=[O:24])[NH:7][C@H:8]([C:10]1[N:20]2[C:21]3[C:16]([CH2:17][CH2:18][CH2:19]2)=[C:15]([F:22])[CH:14]=[CH:13][C:12]=3[N:11]=1)[CH3:9])([CH3:4])([CH3:3])[CH3:2]. The catalyst is CC(O)=O. The yield is 0.790. The reactants are [C:1]([O:5][C:6](=[O:24])[NH:7][C@H:8]([C:10](=O)[NH:11][C:12]1[CH:13]=[CH:14][C:15]([F:22])=[C:16]2[C:21]=1[NH:20][CH2:19][CH2:18][CH2:17]2)[CH3:9])([CH3:4])([CH3:3])[CH3:2].